Dataset: Forward reaction prediction with 1.9M reactions from USPTO patents (1976-2016). Task: Predict the product of the given reaction. Given the reactants Br[C:2]1[CH:19]=[CH:18][C:5]([C:6]([NH:8][C:9]2[S:10][C:11]3[CH2:17][CH2:16][CH2:15][CH2:14][C:12]=3[N:13]=2)=[O:7])=[CH:4][CH:3]=1.[B:20]1([B:20]2[O:24][C:23]([CH3:26])([CH3:25])[C:22]([CH3:28])([CH3:27])[O:21]2)[O:24][C:23]([CH3:26])([CH3:25])[C:22]([CH3:28])([CH3:27])[O:21]1.C([O-])(=O)C.[K+], predict the reaction product. The product is: [S:10]1[C:11]2[CH2:17][CH2:16][CH2:15][CH2:14][C:12]=2[N:13]=[C:9]1[NH:8][C:6](=[O:7])[C:5]1[CH:18]=[CH:19][C:2]([B:20]2[O:24][C:23]([CH3:26])([CH3:25])[C:22]([CH3:28])([CH3:27])[O:21]2)=[CH:3][CH:4]=1.